From a dataset of Reaction yield outcomes from USPTO patents with 853,638 reactions. Predict the reaction yield, written as a fraction of the theoretical maximum amount of product (1.0 means a 100% yield; for example, 0.34 means a 34% yield). (1) The reactants are Br[C:2]1[S:6][C:5]([C:7]([N:9]([C:11]2[CH:16]=[CH:15][CH:14]=[C:13]([O:17][CH3:18])[CH:12]=2)[CH3:10])=[O:8])=[CH:4][CH:3]=1.[CH3:19][O:20][C:21]1[CH:26]=[CH:25][C:24](B(O)O)=[CH:23][CH:22]=1. The catalyst is [Pd].C1(P(C2C=CC=CC=2)C2C=CC=CC=2)C=CC=CC=1.C1(P(C2C=CC=CC=2)C2C=CC=CC=2)C=CC=CC=1.C1(P(C2C=CC=CC=2)C2C=CC=CC=2)C=CC=CC=1.C1(P(C2C=CC=CC=2)C2C=CC=CC=2)C=CC=CC=1. The product is [CH3:18][O:17][C:13]1[CH:12]=[C:11]([N:9]([CH3:10])[C:7]([C:5]2[S:6][C:2]([C:24]3[CH:25]=[CH:26][C:21]([O:20][CH3:19])=[CH:22][CH:23]=3)=[CH:3][CH:4]=2)=[O:8])[CH:16]=[CH:15][CH:14]=1. The yield is 0.920. (2) The catalyst is C1COCC1.O=[Mn]=O. The reactants are [C:1]([O:5][C:6](=[O:41])[NH:7][C:8]1[C:13]([CH:14]([C:16]2[C:21]([N:22]([S:26]([C:29]3[CH:34]=[CH:33][C:32]([Cl:35])=[C:31]([C:36]([F:39])([F:38])[F:37])[CH:30]=3)(=[O:28])=[O:27])[CH2:23][O:24][CH3:25])=[CH:20][C:19]([Cl:40])=[CH:18][N:17]=2)[OH:15])=[CH:12][CH:11]=[CH:10][N:9]=1)([CH3:4])([CH3:3])[CH3:2]. The product is [C:1]([O:5][C:6](=[O:41])[NH:7][C:8]1[C:13]([C:14]([C:16]2[C:21]([N:22]([S:26]([C:29]3[CH:34]=[CH:33][C:32]([Cl:35])=[C:31]([C:36]([F:38])([F:37])[F:39])[CH:30]=3)(=[O:27])=[O:28])[CH2:23][O:24][CH3:25])=[CH:20][C:19]([Cl:40])=[CH:18][N:17]=2)=[O:15])=[CH:12][CH:11]=[CH:10][N:9]=1)([CH3:4])([CH3:2])[CH3:3]. The yield is 0.610. (3) The reactants are C[O:2][C:3](=[O:12])[C:4]1[CH:9]=[CH:8][CH:7]=[C:6]([S:10][CH3:11])[CH:5]=1.[OH-].[Na+]. The catalyst is CO.C1COCC1. The product is [CH3:11][S:10][C:6]1[CH:5]=[C:4]([CH:9]=[CH:8][CH:7]=1)[C:3]([OH:12])=[O:2]. The yield is 0.970.